The task is: Regression. Given a peptide amino acid sequence and an MHC pseudo amino acid sequence, predict their binding affinity value. This is MHC class II binding data.. This data is from Peptide-MHC class II binding affinity with 134,281 pairs from IEDB. (1) The peptide sequence is GSLTLEQEDIMIRGL. The MHC is DRB1_0101 with pseudo-sequence DRB1_0101. The binding affinity (normalized) is 0.324. (2) The peptide sequence is RADEINAIFEENEVD. The MHC is DRB1_0404 with pseudo-sequence DRB1_0404. The binding affinity (normalized) is 0. (3) The peptide sequence is AGIMIFDPYGATISA. The MHC is DRB4_0101 with pseudo-sequence DRB4_0103. The binding affinity (normalized) is 0.350.